Task: Predict the reactants needed to synthesize the given product.. Dataset: Full USPTO retrosynthesis dataset with 1.9M reactions from patents (1976-2016) (1) Given the product [Cl:8][C:9]1[N:10]=[C:11]([N:18]2[CH2:19][CH2:20][O:21][CH2:22][CH2:23]2)[C:12]2[CH2:17][N:16]([CH3:2])[CH2:15][C:13]=2[N:14]=1, predict the reactants needed to synthesize it. The reactants are: F[C:2](F)(F)C(O)=O.[Cl:8][C:9]1[N:10]=[C:11]([N:18]2[CH2:23][CH2:22][O:21][CH2:20][CH2:19]2)[C:12]2[CH2:17][NH:16][CH2:15][C:13]=2[N:14]=1.C=O.CCN(CC)CC.C(O[BH-](OC(=O)C)OC(=O)C)(=O)C.[Na+].[OH-].[Na+]. (2) Given the product [Cl:1][C:2]1[N:3]=[N:4][C:5]([CH2:13][C:12]2[C:11]([F:10])=[CH:18][CH:17]=[CH:16][C:15]=2[F:19])=[CH:6][CH:7]=1, predict the reactants needed to synthesize it. The reactants are: [Cl:1][C:2]1[N:3]=[N:4][C:5](Cl)=[CH:6][CH:7]=1.[Br-].[F:10][C:11]1[CH:18]=[CH:17][CH:16]=[C:15]([F:19])[C:12]=1[CH2:13][Zn+]. (3) The reactants are: [CH2:1]([O:3][NH:4][C:5](=[O:11])[O:6][C:7]([CH3:10])([CH3:9])[CH3:8])[CH3:2].[H-].[Na+].[CH3:14]I.O. Given the product [CH2:1]([O:3][N:4]([CH3:14])[C:5](=[O:11])[O:6][C:7]([CH3:10])([CH3:9])[CH3:8])[CH3:2], predict the reactants needed to synthesize it.